Dataset: Reaction yield outcomes from USPTO patents with 853,638 reactions. Task: Predict the reaction yield, written as a fraction of the theoretical maximum amount of product (1.0 means a 100% yield; for example, 0.34 means a 34% yield). (1) The reactants are C[O:2][C:3](=[O:27])[C:4]1[CH:9]=[CH:8][C:7]([NH:10][C:11](=[O:26])[CH:12]([C:19]2[CH:24]=[CH:23][CH:22]=[C:21]([Cl:25])[CH:20]=2)[CH2:13][CH:14]2[CH2:18][CH2:17][CH2:16][CH2:15]2)=[N:6][CH:5]=1.[OH-].[Na+]. The catalyst is O1CCCC1.O.CO. The product is [Cl:25][C:21]1[CH:20]=[C:19]([CH:12]([CH2:13][CH:14]2[CH2:15][CH2:16][CH2:17][CH2:18]2)[C:11]([NH:10][C:7]2[CH:8]=[CH:9][C:4]([C:3]([OH:27])=[O:2])=[CH:5][N:6]=2)=[O:26])[CH:24]=[CH:23][CH:22]=1. The yield is 0.444. (2) The reactants are [CH:1](NC(C)C)(C)C.CN(P(N(C)C)(N(C)C)=O)C.[CH3:19][N:20]1[CH2:25][C:24]([N+:32]([O-:34])=[O:33])([C:26]2[CH:31]=[CH:30][CH:29]=[CH:28][CH:27]=2)[CH2:23][CH:22]([CH3:35])[C:21]1=[O:36].CI. The catalyst is C1COCC1.CCCCCC. The product is [CH3:19][N:20]1[CH2:25][C:24]([N+:32]([O-:34])=[O:33])([C:26]2[CH:31]=[CH:30][CH:29]=[CH:28][CH:27]=2)[CH2:23][C:22]([CH3:1])([CH3:35])[C:21]1=[O:36]. The yield is 0.620. (3) The reactants are CCOC(/N=N/C(OCC)=O)=O.[Si:13]([O:20][CH2:21][CH:22]([CH2:25][O:26][Si:27]([C:30]([CH3:33])([CH3:32])[CH3:31])([CH3:29])[CH3:28])[CH2:23][OH:24])([C:16]([CH3:19])([CH3:18])[CH3:17])([CH3:15])[CH3:14].[Br:34][C:35]1[N:40]=[CH:39][C:38](O)=[CH:37][CH:36]=1.C1(P(C2C=CC=CC=2)C2C=CC=CC=2)C=CC=CC=1. The catalyst is C1COCC1. The product is [Br:34][C:35]1[CH:36]=[CH:37][C:38]([O:24][CH2:23][CH:22]([CH2:25][O:26][Si:27]([C:30]([CH3:33])([CH3:32])[CH3:31])([CH3:28])[CH3:29])[CH2:21][O:20][Si:13]([C:16]([CH3:17])([CH3:19])[CH3:18])([CH3:15])[CH3:14])=[CH:39][N:40]=1. The yield is 0.970. (4) The reactants are [CH3:1][S:2]([C:5]1[CH:6]=[CH:7][C:8]([O:14][CH:15]([CH3:20])[C:16]([F:19])([F:18])[F:17])=[C:9]([CH:13]=1)[C:10]([OH:12])=O)(=[O:4])=[O:3].Cl.[N:22]1[CH:27]=[CH:26][C:25]([S:28]([C:31]2[S:35][C:34]([N:36]3[CH2:41][CH2:40][NH:39][CH2:38][CH2:37]3)=[N:33][CH:32]=2)(=[O:30])=[O:29])=[CH:24][CH:23]=1. No catalyst specified. The product is [CH3:1][S:2]([C:5]1[CH:6]=[CH:7][C:8]([O:14][CH:15]([CH3:20])[C:16]([F:19])([F:18])[F:17])=[C:9]([C:10]([N:39]2[CH2:38][CH2:37][N:36]([C:34]3[S:35][C:31]([S:28]([C:25]4[CH:26]=[CH:27][N:22]=[CH:23][CH:24]=4)(=[O:29])=[O:30])=[CH:32][N:33]=3)[CH2:41][CH2:40]2)=[O:12])[CH:13]=1)(=[O:3])=[O:4]. The yield is 0.320. (5) The reactants are [CH2:1]([C:3]([OH:35])([CH2:33][CH3:34])/[CH:4]=[CH:5]/[C:6]1[CH:11]=[CH:10][C:9]([C:12]([CH2:30][CH3:31])([C:15]2[CH:20]=[CH:19][C:18](B3OC(C)(C)C(C)(C)O3)=[CH:17][CH:16]=2)[CH2:13][CH3:14])=[CH:8][C:7]=1[CH3:32])[CH3:2].[CH2:36]([O:38][C:39](=[O:48])[CH2:40][C:41]1[CH:42]=[N:43][C:44](Cl)=[CH:45][CH:46]=1)[CH3:37].P([O-])([O-])([O-])=O.[K+].[K+].[K+]. The catalyst is CN(C)C=O. The product is [CH2:36]([O:38][C:39](=[O:48])[CH2:40][C:41]1[CH:42]=[N:43][C:44]([C:18]2[CH:17]=[CH:16][C:15]([C:12]([CH2:30][CH3:31])([C:9]3[CH:10]=[CH:11][C:6](/[CH:5]=[CH:4]/[C:3]([CH2:33][CH3:34])([OH:35])[CH2:1][CH3:2])=[C:7]([CH3:32])[CH:8]=3)[CH2:13][CH3:14])=[CH:20][CH:19]=2)=[CH:45][CH:46]=1)[CH3:37]. The yield is 0.690.